The task is: Binary Classification. Given a miRNA mature sequence and a target amino acid sequence, predict their likelihood of interaction.. This data is from Experimentally validated miRNA-target interactions with 360,000+ pairs, plus equal number of negative samples. The miRNA is hsa-miR-676-5p with sequence UCUUCAACCUCAGGACUUGCA. The protein sequence of the target gene is MRKTRLWGLLWMLFVSELRAATKLTEEKYELKEGQTLDVKCDYTLEKFASSQKAWQIIRDGEMPKTLACTERPSKNSHPVQVGRIILEDYHDHGLLRVRMVNLQVEDSGLYQCVIYQPPKEPHMLFDRIRLVVTKGFSGTPGSNENSTQNVYKIPPTTTKALCPLYTSPRTVTQAPPKSTADVSTPDSEINLTNVTDIIRVPVFNIVILLAGGFLSKSLVFSVLFAVTLRSFVP. Result: 1 (interaction).